Binary Classification. Given a T-cell receptor sequence (or CDR3 region) and an epitope sequence, predict whether binding occurs between them. From a dataset of TCR-epitope binding with 47,182 pairs between 192 epitopes and 23,139 TCRs. (1) The epitope is GLNKIVRMY. The TCR CDR3 sequence is CASSREGGYYEQYF. Result: 0 (the TCR does not bind to the epitope). (2) The epitope is KLMNIQQKL. The TCR CDR3 sequence is CASSDRPYEQYF. Result: 0 (the TCR does not bind to the epitope).